From a dataset of Full USPTO retrosynthesis dataset with 1.9M reactions from patents (1976-2016). Predict the reactants needed to synthesize the given product. (1) Given the product [Br:29][CH2:25][C:23]1[CH:24]=[C:2]([Cl:1])[C:3]([C:4]([N:6]2[C:14]3[CH:13]=[CH:12][N:11]=[C:10]([NH:15][C:16]([CH:18]4[CH2:20][CH2:19]4)=[O:17])[C:9]=3[CH:8]=[CH:7]2)=[O:5])=[C:21]([Cl:27])[CH:22]=1, predict the reactants needed to synthesize it. The reactants are: [Cl:1][C:2]1[CH:24]=[C:23]([CH2:25]O)[CH:22]=[C:21]([Cl:27])[C:3]=1[C:4]([N:6]1[C:14]2[CH:13]=[CH:12][N:11]=[C:10]([NH:15][C:16]([CH:18]3[CH2:20][CH2:19]3)=[O:17])[C:9]=2[CH:8]=[CH:7]1)=[O:5].P(Br)(Br)[Br:29]. (2) Given the product [CH3:29][O:30][C:31](=[O:32])[NH:33][CH:34]([C:35]([N:11]1[CH:17]([C:18]2[NH:22][C:21]3[CH:23]=[C:24]([Br:27])[CH:25]=[CH:26][C:20]=3[N:19]=2)[CH2:16][C:13]2([CH2:15][CH2:14]2)[CH2:12]1)=[O:36])[CH:38]([CH3:40])[CH3:39], predict the reactants needed to synthesize it. The reactants are: C(OC([N:11]1[CH:17]([C:18]2[NH:22][C:21]3[CH:23]=[C:24]([Br:27])[CH:25]=[CH:26][C:20]=3[N:19]=2)[CH2:16][C:13]2([CH2:15][CH2:14]2)[CH2:12]1)=O)C1C=CC=CC=1.Br.[CH3:29][O:30][C:31]([NH:33][CH:34]([CH:38]([CH3:40])[CH3:39])[C:35](O)=[O:36])=[O:32].CN(C(ON1N=NC2C=CC=NC1=2)=[N+](C)C)C.F[P-](F)(F)(F)(F)F.CCN(C(C)C)C(C)C. (3) Given the product [NH2:42][C:37]1[C:36]([C:31]2[CH:32]=[CH:33][CH:34]=[CH:35][N:30]=2)=[C:40]2[NH:41][C:11]([C:8]3[CH:9]=[CH:10][C:4]4[O:3][C:2]([CH3:1])=[CH:6][C:5]=4[CH:7]=3)=[CH:12][C:13](=[O:15])[N:39]2[N:38]=1, predict the reactants needed to synthesize it. The reactants are: [CH3:1][C:2]1[O:3][C:4]2[CH:10]=[CH:9][C:8]([C:11](=O)[CH2:12][C:13]([O:15]CC)=O)=[CH:7][C:5]=2[CH:6]=1.CC1C=CC(S(O)(=O)=O)=CC=1.[N:30]1[CH:35]=[CH:34][CH:33]=[CH:32][C:31]=1[C:36]1[C:37]([NH2:42])=[N:38][NH:39][C:40]=1[NH2:41]. (4) Given the product [F:17][CH:15]([F:16])[C:12]1[NH:13][CH:14]=[C:9]([OH:8])[C:10](=[O:18])[CH:11]=1, predict the reactants needed to synthesize it. The reactants are: C([O:8][C:9]1[C:10](=[O:18])[CH:11]=[C:12]([CH:15]([F:17])[F:16])[NH:13][CH:14]=1)C1C=CC=CC=1. (5) Given the product [Br:10][C@@H:4]1[C@@H:5]2[CH2:6][C@@H:1]([C:7](=[O:9])[O:8]2)[CH2:2][CH2:3]1, predict the reactants needed to synthesize it. The reactants are: [C@H:1]1([C:7]([OH:9])=[O:8])[CH2:6][CH2:5][CH:4]=[CH:3][CH2:2]1.[Br:10]N1C(C)(C)C(=O)N(Br)C1=O.[OH-].[Ca+2].[OH-].O. (6) Given the product [CH3:1][O:18][C:17](=[O:19])[CH2:16][C:10]1[CH:11]=[CH:12][C:13]([O:15][S:22]([C:21]([F:34])([F:33])[F:20])(=[O:24])=[O:23])=[CH:14][C:9]=1[CH3:8], predict the reactants needed to synthesize it. The reactants are: [CH2:1](N(CC)CC)C.[CH3:8][C:9]1[CH:14]=[C:13]([OH:15])[CH:12]=[CH:11][C:10]=1[CH2:16][C:17]([OH:19])=[O:18].[F:20][C:21]([F:34])([F:33])[S:22](O[S:22]([C:21]([F:34])([F:33])[F:20])(=[O:24])=[O:23])(=[O:24])=[O:23].